This data is from Reaction yield outcomes from USPTO patents with 853,638 reactions. The task is: Predict the reaction yield, written as a fraction of the theoretical maximum amount of product (1.0 means a 100% yield; for example, 0.34 means a 34% yield). (1) The reactants are [CH2:1]([O:8][C:9]1[CH:31]=[CH:30][C:12]([CH2:13][N:14]2[C:22](Br)=[N:21][C:20]3[C:15]2=[N:16][C:17]([O:25][CH2:26][CH2:27][CH2:28][CH3:29])=[N:18][C:19]=3[NH2:24])=[CH:11][CH:10]=1)[C:2]1[CH:7]=[CH:6][CH:5]=[CH:4][CH:3]=1.C[O-].[Na+].CO.[C:37](O)(=[O:39])C. The catalyst is CO. The product is [CH2:1]([O:8][C:9]1[CH:31]=[CH:30][C:12]([CH2:13][N:14]2[C:22]([O:39][CH3:37])=[N:21][C:20]3[C:15]2=[N:16][C:17]([O:25][CH2:26][CH2:27][CH2:28][CH3:29])=[N:18][C:19]=3[NH2:24])=[CH:11][CH:10]=1)[C:2]1[CH:7]=[CH:6][CH:5]=[CH:4][CH:3]=1. The yield is 0.770. (2) The reactants are [Br:1][CH2:2][C:3]1[CH:8]=[CH:7][CH:6]=[CH:5][C:4]=1[CH2:9][C:10]([OH:12])=[O:11].[CH3:13][Si](C=[N+]=[N-])(C)C. The catalyst is C1COCC1. The product is [Br:1][CH2:2][C:3]1[CH:8]=[CH:7][CH:6]=[CH:5][C:4]=1[CH2:9][C:10]([O:12][CH3:13])=[O:11]. The yield is 0.320. (3) The reactants are [CH3:1][O:2][C:3](=[O:21])[CH:4]=[CH:5][C:6]1[CH:11]=[CH:10][CH:9]=[CH:8][C:7]=1[CH2:12][NH:13][C:14]([O:16][C:17]([CH3:20])([CH3:19])[CH3:18])=[O:15].C(O)(C(F)(F)F)=O.CCN(C(C)C)C(C)C.C(OC(OC(C)(C)C)=O)(OC(C)(C)C)=O. The catalyst is C(Cl)Cl. The product is [C:17]([O:16][C:14]([N:13]1[CH2:12][C:7]2[C:6](=[CH:11][CH:10]=[CH:9][CH:8]=2)[CH:5]1[CH2:4][C:3]([O:2][CH3:1])=[O:21])=[O:15])([CH3:18])([CH3:20])[CH3:19]. The yield is 0.450. (4) The reactants are [Cl:1][C:2]1[CH:12]=[CH:11][C:10]([N+:13]([O-:15])=[O:14])=[CH:9][C:3]=1[CH:4]=[CH:5][C:6]([OH:8])=[O:7].[C:16](=O)([O-])[O-].[K+].[K+].IC.CN(C)C=O. The catalyst is O. The product is [Cl:1][C:2]1[CH:12]=[CH:11][C:10]([N+:13]([O-:15])=[O:14])=[CH:9][C:3]=1[CH:4]=[CH:5][C:6]([O:8][CH3:16])=[O:7]. The yield is 0.660. (5) The reactants are [NH2:1][C:2]1[CH:6]=[CH:5][N:4]([C:7]2[CH:12]=[CH:11][C:10](Br)=[CH:9][CH:8]=2)[C:3]=1[C:14]([O:16][CH2:17][CH3:18])=[O:15].[B-](F)(F)(F)[C:20]1[O:24][CH:23]=[CH:22][CH:21]=1.[K+].CC(OC1C=CC=C(OC(C)C)C=1C1C=CC=CC=1P(C1CCCCC1)C1CCCCC1)C.C(=O)([O-])[O-].[Cs+].[Cs+]. The catalyst is C(O)C.C([O-])(=O)C.[Pd+2].C([O-])(=O)C. The product is [NH2:1][C:2]1[CH:6]=[CH:5][N:4]([C:7]2[CH:12]=[CH:11][C:10]([C:23]3[O:24][CH:20]=[CH:21][CH:22]=3)=[CH:9][CH:8]=2)[C:3]=1[C:14]([O:16][CH2:17][CH3:18])=[O:15]. The yield is 0.920. (6) The reactants are O[C@H:2]1[C@H:6]([CH:7]=[CH2:8])[CH2:5][N:4]([C:9]([O:11][CH2:12][C:13]2[CH:18]=[CH:17][CH:16]=[CH:15][CH:14]=2)=[O:10])[CH2:3]1.C(N(CC)C(C)C)(C)C.F.F.F.C(N(CC)CC)C.[F:38]C(F)(S(F)(=O)=O)C(F)(F)C(F)(F)C(F)(F)F. The catalyst is C1(C(F)(F)F)C=CC=CC=1.CCOC(C)=O. The product is [F:38][C@@H:2]1[C@H:6]([CH:7]=[CH2:8])[CH2:5][N:4]([C:9]([O:11][CH2:12][C:13]2[CH:18]=[CH:17][CH:16]=[CH:15][CH:14]=2)=[O:10])[CH2:3]1. The yield is 0.810. (7) The reactants are [CH2:1]([C:5]1[CH:10]=[CH:9][C:8]([CH:11]([CH3:15])[C:12]([OH:14])=O)=[CH:7][CH:6]=1)[CH:2]([CH3:4])[CH3:3].[CH3:16][C:17]1[N:18]=[C:19]([NH2:28])[S:20][C:21]=1[CH2:22][CH2:23][O:24][N+:25]([O-:27])=[O:26]. No catalyst specified. The product is [CH2:1]([C:5]1[CH:6]=[CH:7][C:8]([CH:11]([CH3:15])[C:12]([NH:28][C:19]2[S:20][C:21]([CH2:22][CH2:23][O:24][N+:25]([O-:27])=[O:26])=[C:17]([CH3:16])[N:18]=2)=[O:14])=[CH:9][CH:10]=1)[CH:2]([CH3:3])[CH3:4]. The yield is 0.630. (8) The reactants are [F:1][C:2]1[CH:7]=[C:6]([I:8])[CH:5]=[CH:4][C:3]=1[NH:9][C:10]1[C:11]([C:15]([N:17]2[CH2:20][C:19]([CH2:22][OH:23])([OH:21])[CH2:18]2)=[O:16])=[CH:12][S:13][CH:14]=1.[CH:24]([C:27]1[CH:32]=[C:31]([CH:33]([CH3:35])[CH3:34])[CH:30]=[C:29]([CH:36]([CH3:38])[CH3:37])[C:28]=1[S:39](Cl)(=[O:41])=[O:40])([CH3:26])[CH3:25]. The catalyst is ClCCl.CN(C)C1C=CN=CC=1. The product is [CH3:26][CH:24]([C:27]1[CH:32]=[C:31]([CH:33]([CH3:34])[CH3:35])[CH:30]=[C:29]([CH:36]([CH3:38])[CH3:37])[C:28]=1[S:39]([O:23][CH2:22][C:19]1([OH:21])[CH2:18][N:17]([C:15]([C:11]2[C:10]([NH:9][C:3]3[CH:4]=[CH:5][C:6]([I:8])=[CH:7][C:2]=3[F:1])=[CH:14][S:13][CH:12]=2)=[O:16])[CH2:20]1)(=[O:40])=[O:41])[CH3:25]. The yield is 0.260.